Dataset: Catalyst prediction with 721,799 reactions and 888 catalyst types from USPTO. Task: Predict which catalyst facilitates the given reaction. (1) Reactant: [Br:1][C:2]1[CH:3]=[C:4]([CH:8]=[CH:9][C:10]=1[Cl:11])[C:5](O)=[O:6].B.CO. Product: [Br:1][C:2]1[CH:3]=[C:4]([CH:8]=[CH:9][C:10]=1[Cl:11])[CH2:5][OH:6]. The catalyst class is: 1. (2) Reactant: [F:1][C:2]([F:18])([F:17])[O:3][C:4]1[CH:9]=[CH:8][C:7]([C:10]2[C:11]([NH2:16])=[N:12][NH:13][C:14]=2[NH2:15])=[CH:6][CH:5]=1.CN(C)[CH:21]=[CH:22][CH:23]=O. Product: [F:18][C:2]([F:1])([F:17])[O:3][C:4]1[CH:9]=[CH:8][C:7]([C:10]2[C:14]([NH2:15])=[N:13][N:12]3[CH:23]=[CH:22][CH:21]=[N:16][C:11]=23)=[CH:6][CH:5]=1. The catalyst class is: 212. (3) Reactant: [C:1]([O:5][C:6](=[O:15])[NH:7][C:8]1[CH:13]=[C:12]([Cl:14])[CH:11]=[CH:10][N:9]=1)([CH3:4])([CH3:3])[CH3:2].[Li]CCCC.CN([CH:24]=[O:25])C. Product: [Cl:14][C:12]1[CH:11]=[CH:10][N:9]=[C:8]([NH:7][C:6](=[O:15])[O:5][C:1]([CH3:4])([CH3:2])[CH3:3])[C:13]=1[CH:24]=[O:25]. The catalyst class is: 1.